Dataset: Full USPTO retrosynthesis dataset with 1.9M reactions from patents (1976-2016). Task: Predict the reactants needed to synthesize the given product. (1) The reactants are: [CH3:1][C:2]1[C:14]2[C:13]3[CH:12]=[CH:11][CH:10]=[CH:9][C:8]=3[C:7]([O:15][CH2:16][O:17][CH3:18])=[N:6][C:5]=2[N:4]([CH3:19])[N:3]=1.[Br:20]N1C(=O)CCC1=O. Given the product [Br:20][CH2:1][C:2]1[C:14]2[C:13]3[CH:12]=[CH:11][CH:10]=[CH:9][C:8]=3[C:7]([O:15][CH2:16][O:17][CH3:18])=[N:6][C:5]=2[N:4]([CH3:19])[N:3]=1, predict the reactants needed to synthesize it. (2) Given the product [Br:1][C:2]1[CH:23]=[CH:22][C:5]2[C:6]3[N:7]=[C:8]([N:51]4[C:50]([CH:47]([CH3:49])[CH3:48])=[N:54][N:53]([CH3:55])[C:52]4=[O:56])[S:9][C:10]=3[CH2:11][CH2:12][O:13][C:4]=2[CH:3]=1, predict the reactants needed to synthesize it. The reactants are: [Br:1][C:2]1[CH:23]=[CH:22][C:5]2[C:6]3[N:7]=[C:8](N4C(C)=NN(C)C4=O)[S:9][C:10]=3[CH2:11][CH2:12][O:13][C:4]=2[CH:3]=1.IC1C=CC2C3N=C(N4C(C)=NN(C)C4=O)SC=3CCOC=2C=1.[CH:47]([C:50]1[NH:51][C:52](=[O:56])[N:53]([CH3:55])[N:54]=1)([CH3:49])[CH3:48].C(=O)([O-])[O-].[K+].[K+]. (3) Given the product [C:28]([O:23][C@@:9]1([C:14]#[C:15][C:16]2[CH:17]=[C:18]([CH3:22])[CH:19]=[CH:20][CH:21]=2)[CH2:10][CH2:11][CH2:12][C@@H:13]2[C@H:8]1[CH2:7][CH2:6][N:5]2[C:3]([O:2][CH3:1])=[O:4])(=[O:29])[CH2:27][C:26]([O:25][CH3:24])=[O:31], predict the reactants needed to synthesize it. The reactants are: [CH3:1][O:2][C:3]([N:5]1[C@@H:13]2[C@@H:8]([C@@:9]([OH:23])([C:14]#[C:15][C:16]3[CH:17]=[C:18]([CH3:22])[CH:19]=[CH:20][CH:21]=3)[CH2:10][CH2:11][CH2:12]2)[CH2:7][CH2:6]1)=[O:4].[CH3:24][O:25][C:26](=[O:31])[CH2:27][C:28](O)=[O:29]. (4) Given the product [Cl:1][C:2]1[CH:3]=[C:4]([N:9]2[C:18]3[C:13](=[CH:14][N:15]=[C:16]4[CH:22]=[CH:21][C:20]([C:23]5[CH:28]=[CH:27][C:26](=[O:29])[NH:25][CH:24]=5)=[CH:19][C:17]4=3)[CH:12]=[CH:11][C:10]2=[O:31])[CH:5]=[CH:6][C:7]=1[F:8], predict the reactants needed to synthesize it. The reactants are: [Cl:1][C:2]1[CH:3]=[C:4]([N:9]2[C:18]3[C:13](=[CH:14][N:15]=[C:16]4[CH:22]=[CH:21][C:20]([C:23]5[CH:24]=[N:25][C:26]([O:29]C)=[CH:27][CH:28]=5)=[CH:19][C:17]4=3)[CH:12]=[CH:11][C:10]2=[O:31])[CH:5]=[CH:6][C:7]=1[F:8].[Si](I)(C)(C)C. (5) Given the product [ClH:1].[NH2:26][CH2:25][C@H:24]([OH:34])[C:23]([N:22]([CH3:36])[C@@H:14]1[C:15]2[C:20](=[CH:19][CH:18]=[CH:17][CH:16]=2)[CH2:21][C@H:13]1[NH:12][C:10]([C:6]1[NH:5][C:4]2[C:3]([Cl:37])=[C:2]([Cl:1])[S:9][C:8]=2[CH:7]=1)=[O:11])=[O:35], predict the reactants needed to synthesize it. The reactants are: [Cl:1][C:2]1[S:9][C:8]2[CH:7]=[C:6]([C:10]([NH:12][C@@H:13]3[CH2:21][C:20]4[C:15](=[CH:16][CH:17]=[CH:18][CH:19]=4)[C@H:14]3[N:22]([CH3:36])[C:23](=[O:35])[C@@H:24]([OH:34])[CH2:25][NH:26]C(=O)OC(C)(C)C)=[O:11])[NH:5][C:4]=2[C:3]=1[Cl:37].Cl.O1CCOCC1.